The task is: Predict the product of the given reaction.. This data is from Forward reaction prediction with 1.9M reactions from USPTO patents (1976-2016). (1) Given the reactants [Br:1][C:2]1[N:7]=[C:6]([CH2:8][OH:9])[CH:5]=[CH:4][CH:3]=1.[H-].[Na+].[CH3:12]I.O, predict the reaction product. The product is: [Br:1][C:2]1[CH:3]=[CH:4][CH:5]=[C:6]([CH2:8][O:9][CH3:12])[N:7]=1. (2) The product is: [C:13]([N:10]1[CH2:11][C:12]2[C:2]([NH:1][C:17]3[N:22]=[C:21]([NH:23][C:24]4[CH:33]=[CH:32][CH:31]=[CH:30][C:25]=4[C:26]([NH:28][CH3:29])=[O:27])[C:20]([Cl:34])=[CH:19][N:18]=3)=[CH:3][CH:4]=[CH:5][C:6]=2[NH:7][CH2:8][CH2:9]1)(=[O:15])[CH3:14]. Given the reactants [NH2:1][C:2]1[C:12]2[CH2:11][N:10]([C:13](=[O:15])[CH3:14])[CH2:9][CH2:8][NH:7][C:6]=2[CH:5]=[CH:4][CH:3]=1.Cl[C:17]1[N:22]=[C:21]([NH:23][C:24]2[CH:33]=[CH:32][CH:31]=[CH:30][C:25]=2[C:26]([NH:28][CH3:29])=[O:27])[C:20]([Cl:34])=[CH:19][N:18]=1.Cl.O1CCOCC1, predict the reaction product. (3) Given the reactants [C:1]([C:3]1[CH:4]=[C:5]([C:14]2(C(OC)=O)[NH:18][C:17]3[CH:19]=[CH:20][CH:21]=[CH:22][C:16]=3[S:15]2)[CH:6]=[CH:7][C:8]=1[O:9][CH2:10][CH:11]([CH3:13])[CH3:12])#[N:2].[OH-].[K+].Cl.CO.[CH2:32]([OH:34])C.C1C[O:38]CC1, predict the reaction product. The product is: [C:1]([C:3]1[CH:4]=[C:5]([C:14]2[S:15][C:16]3[C:22]([C:32]([OH:34])=[O:38])=[CH:21][CH:20]=[CH:19][C:17]=3[N:18]=2)[CH:6]=[CH:7][C:8]=1[O:9][CH2:10][CH:11]([CH3:13])[CH3:12])#[N:2]. (4) Given the reactants [C:1]1([NH:7][C:8](=[O:26])[CH2:9][N:10]2[C:18]3[C:13](=[CH:14][CH:15]=[CH:16][CH:17]=3)[C:12]3([C:22](=[O:23])[NH:21][C:20](=[O:24])[NH:19]3)[C:11]2=[O:25])[CH:6]=[CH:5][CH:4]=[CH:3][CH:2]=1.[O:27]=[C:28]1NC2(C3C(=CC=CC=3)N(CC(O)=O)C2=O)C(=O)N1.COC1C=CC(N)=CC=1, predict the reaction product. The product is: [CH3:28][O:27][C:4]1[CH:5]=[CH:6][C:1]([NH:7][C:8](=[O:26])[CH2:9][N:10]2[C:18]3[C:13](=[CH:14][CH:15]=[CH:16][CH:17]=3)[C:12]3([C:22](=[O:23])[NH:21][C:20](=[O:24])[NH:19]3)[C:11]2=[O:25])=[CH:2][CH:3]=1. (5) Given the reactants [Br:1][C:2]1[C:11]2[C:6](=[CH:7][CH:8]=[CH:9][CH:10]=2)[CH:5]=[CH:4][C:3]=1[OH:12].[CH:13]([Si:16](Cl)([CH:20]([CH3:22])[CH3:21])[CH:17]([CH3:19])[CH3:18])([CH3:15])[CH3:14].N1C=CN=C1.N1C=CC=CC=1, predict the reaction product. The product is: [Br:1][C:2]1[C:11]2[C:6](=[CH:7][CH:8]=[CH:9][CH:10]=2)[CH:5]=[CH:4][C:3]=1[O:12][Si:16]([CH:20]([CH3:22])[CH3:21])([CH:17]([CH3:19])[CH3:18])[CH:13]([CH3:15])[CH3:14].